From a dataset of Peptide-MHC class I binding affinity with 185,985 pairs from IEDB/IMGT. Regression. Given a peptide amino acid sequence and an MHC pseudo amino acid sequence, predict their binding affinity value. This is MHC class I binding data. The peptide sequence is MTFPLHFRS. The MHC is HLA-A11:01 with pseudo-sequence HLA-A11:01. The binding affinity (normalized) is 0.562.